Predict the reaction yield, written as a fraction of the theoretical maximum amount of product (1.0 means a 100% yield; for example, 0.34 means a 34% yield). From a dataset of Reaction yield outcomes from USPTO patents with 853,638 reactions. (1) The reactants are [O:1]=[C:2]1[N:6]2[C:7]([C:11]([OH:13])=O)=[CH:8][CH:9]=[CH:10][C:5]2=[N:4][N:3]1[CH2:14][CH2:15][C:16]1[CH:25]=[CH:24][C:23]2[C:18](=[CH:19][CH:20]=[CH:21][CH:22]=2)[N:17]=1.C(Cl)CCl.[CH:30]1[CH:35]=[N:34][C:33]2N(O)N=[N:38][C:32]=2[CH:31]=1.C(N(C(C)C)CC)(C)C.NC1C=NC=CC=1. The catalyst is CN(C=O)C. The product is [O:1]=[C:2]1[N:6]2[C:7]([C:11]([NH:38][C:32]3[CH:33]=[N:34][CH:35]=[CH:30][CH:31]=3)=[O:13])=[CH:8][CH:9]=[CH:10][C:5]2=[N:4][N:3]1[CH2:14][CH2:15][C:16]1[CH:25]=[CH:24][C:23]2[C:18](=[CH:19][CH:20]=[CH:21][CH:22]=2)[N:17]=1. The yield is 0.800. (2) The reactants are [CH3:1][C:2]1[CH:3]=[CH:4][C:5]([C:21]([NH:23][C:24]2[CH:25]=[C:26]([C:36]([F:39])([F:38])[F:37])[CH:27]=[C:28]([N:30]3[CH:34]=[N:33][C:32]([CH3:35])=[CH:31]3)[CH:29]=2)=[O:22])=[CH:6][C:7]=1[NH:8][C:9]1[N:10]=[CH:11][CH:12]=[C:13]([C:15]2[CH:16]=[CH:17][CH:18]=[N:19][CH:20]=2)[N:14]=1.[ClH:40]. The catalyst is C(O)C. The product is [CH3:1][C:2]1[CH:3]=[CH:4][C:5]([C:21]([NH:23][C:24]2[CH:25]=[C:26]([C:36]([F:38])([F:39])[F:37])[CH:27]=[C:28]([N:30]3[CH:34]=[N:33][C:32]([CH3:35])=[CH:31]3)[CH:29]=2)=[O:22])=[CH:6][C:7]=1[NH:8][C:9]1[N:10]=[CH:11][CH:12]=[C:13]([C:15]2[CH:16]=[CH:17][CH:18]=[N:19][CH:20]=2)[N:14]=1.[ClH:40]. The yield is 0.830. (3) The reactants are [CH:1]1([C:5]2[O:9][N:8]=[C:7]([C:10]3[C:15]([Cl:16])=[CH:14][N:13]=[CH:12][C:11]=3[Cl:17])[C:6]=2[CH2:18][O:19][C:20]2[CH:25]=[CH:24][C:23]([C:26]3[CH:27]=[C:28]4[C:33](=[CH:34][CH:35]=3)[N:32]=[C:31]([C:36]([O:38]C)=[O:37])[CH:30]=[CH:29]4)=[CH:22][CH:21]=2)[CH2:4][CH2:3][CH2:2]1.O1CCCC1.[OH-].[Na+].Cl. The catalyst is CO. The product is [CH:1]1([C:5]2[O:9][N:8]=[C:7]([C:10]3[C:11]([Cl:17])=[CH:12][N:13]=[CH:14][C:15]=3[Cl:16])[C:6]=2[CH2:18][O:19][C:20]2[CH:25]=[CH:24][C:23]([C:26]3[CH:27]=[C:28]4[C:33](=[CH:34][CH:35]=3)[N:32]=[C:31]([C:36]([OH:38])=[O:37])[CH:30]=[CH:29]4)=[CH:22][CH:21]=2)[CH2:2][CH2:3][CH2:4]1. The yield is 0.520. (4) The reactants are Cl[C:2]1[N:7]2[N:8]=[C:9]([CH3:11])[CH:10]=[C:6]2[N:5]=[C:4]([NH:12][C:13](=[O:24])[C:14]2[CH:19]=[CH:18][C:17]([C:20]([OH:23])([CH3:22])[CH3:21])=[CH:16][CH:15]=2)[CH:3]=1.Cl.[C:26]1([S:32]([CH:35]2[CH2:40][CH2:39][NH:38][CH2:37][CH2:36]2)(=[O:34])=[O:33])[CH:31]=[CH:30][CH:29]=[CH:28][CH:27]=1.C(N(CC)C(C)C)(C)C. The catalyst is CN(C=O)C.CS(C)=O.CO. The product is [OH:23][C:20]([C:17]1[CH:18]=[CH:19][C:14]([C:13]([NH:12][C:4]2[CH:3]=[C:2]([N:38]3[CH2:37][CH2:36][CH:35]([S:32]([C:26]4[CH:31]=[CH:30][CH:29]=[CH:28][CH:27]=4)(=[O:33])=[O:34])[CH2:40][CH2:39]3)[N:7]3[N:8]=[C:9]([CH3:11])[CH:10]=[C:6]3[N:5]=2)=[O:24])=[CH:15][CH:16]=1)([CH3:22])[CH3:21]. The yield is 0.730. (5) The reactants are [CH3:1][C:2]1[CH:14]=[CH:13][CH:12]=[CH:11][C:3]=1[C:4]([NH:6][NH:7][C:8](=[NH:10])[NH2:9])=O. The yield is 0.660. The catalyst is O. The product is [C:2]1([CH3:1])[CH:14]=[CH:13][CH:12]=[CH:11][C:3]=1[C:4]1[N:9]=[C:8]([NH2:10])[NH:7][N:6]=1. (6) The yield is 0.720. The reactants are O=P(Cl)(Cl)Cl.[CH:6]([C:9]1[N:14]=[C:13]([C:15]([OH:17])=O)[CH:12]=[CH:11][CH:10]=1)([CH3:8])[CH3:7].[C:18]([C:21]1[C:26]([NH2:27])=[C:25]([CH3:28])[C:24]([O:29][CH3:30])=[CH:23][CH:22]=1)(=[O:20])[CH3:19].C(=O)(O)[O-].[Na+]. The catalyst is N1C=CC=CC=1. The product is [C:18]([C:21]1[C:26]([NH:27][C:15]([C:13]2[CH:12]=[CH:11][CH:10]=[C:9]([CH:6]([CH3:7])[CH3:8])[N:14]=2)=[O:17])=[C:25]([CH3:28])[C:24]([O:29][CH3:30])=[CH:23][CH:22]=1)(=[O:20])[CH3:19]. (7) The reactants are ClCCl.Cl[C:5]1[C:6]([F:34])=[C:7]([CH:31]=[CH:32][CH:33]=1)[C:8]([N:10]1[CH2:15][CH2:14][N:13]([C:16]([O:18][C:19]([CH3:22])([CH3:21])[CH3:20])=[O:17])[CH2:12][CH:11]1[CH2:23][O:24][C:25]1[CH:26]=[N:27][CH:28]=[CH:29][CH:30]=1)=[O:9].C1(B(O)O)C=CC=CC=1.C(=O)([O-])[O-].[Na+].[Na+].B(O)O. The catalyst is C1(C)C=CC=CC=1.O1CCOCC1.[Pd].O. The product is [F:34][C:6]1[CH:5]=[CH:33][CH:32]=[CH:31][C:7]=1[C:8]([N:10]1[CH2:15][CH2:14][N:13]([C:16]([O:18][C:19]([CH3:21])([CH3:22])[CH3:20])=[O:17])[CH2:12][CH:11]1[CH2:23][O:24][C:25]1[CH:26]=[N:27][CH:28]=[CH:29][CH:30]=1)=[O:9]. The yield is 0.220. (8) The reactants are [CH3:1][C:2]1[C:16](=[O:17])[N:15]=[C:14]2[N:4]([C@@H:5]3[O:9][C@H:8]([CH2:10][OH:11])[C@@H:7]([OH:12])[C@@H:6]3[O:13]2)[CH:3]=1.[CH3:18][O:19][CH2:20][CH2:21][O:22]B([O:22][CH2:21][CH2:20][O:19][CH3:18])[O:22][CH2:21][CH2:20][O:19][CH3:18]. The catalyst is COCCO. The product is [CH3:18][O:19][CH2:20][CH2:21][O:22][C@@H:6]1[C@H:7]([OH:12])[C@@H:8]([CH2:10][OH:11])[O:9][C@H:5]1[N:4]1[CH:3]=[C:2]([CH3:1])[C:16](=[O:17])[NH:15][C:14]1=[O:13]. The yield is 0.630. (9) The catalyst is C(O)C. The yield is 0.700. The product is [CH3:8][NH:7][C:9]1[N:17]=[CH:16][N:15]=[C:14]2[C:10]=1[N:11]=[CH:12][N:13]2[C:18]1[CH:19]=[CH:20][C:21]([NH:24][C:25]([NH:27][C:28]2[CH:33]=[CH:32][C:31]([CH2:34][N:49]3[CH2:50][CH2:51][N:46]([CH3:45])[CH2:47][CH2:48]3)=[C:30]([C:36]([F:37])([F:38])[F:39])[CH:29]=2)=[O:26])=[CH:22][CH:23]=1. The reactants are C(OC(=O)[N:7]([C:9]1[N:17]=[CH:16][N:15]=[C:14]2[C:10]=1[N:11]=[CH:12][N:13]2[C:18]1[CH:23]=[CH:22][C:21]([NH:24][C:25]([NH:27][C:28]2[CH:33]=[CH:32][C:31]([CH:34]=O)=[C:30]([C:36]([F:39])([F:38])[F:37])[CH:29]=2)=[O:26])=[CH:20][CH:19]=1)[CH3:8])(C)(C)C.C(O)(=O)C.[CH3:45][N:46]1[CH2:51][CH2:50][NH:49][CH2:48][CH2:47]1.C([BH3-])#N.[Na+]. (10) The reactants are [CH3:1][O:2][C:3]1[CH:8]=[CH:7][C:6]([C:9]2[CH:10]=[C:11]([CH:22]3[CH2:27][CH2:26][NH:25][CH2:24][CH2:23]3)[O:12][C:13]=2[C:14]2[CH:19]=[CH:18][C:17]([O:20][CH3:21])=[CH:16][CH:15]=2)=[CH:5][CH:4]=1.ClC(Cl)(O[C:32](=[O:38])OC(Cl)(Cl)Cl)Cl.C(N(CC)CC)C.Cl.[CH3:48][NH:49][OH:50].[Cl-].[NH4+]. The catalyst is ClCCl. The product is [CH3:1][O:2][C:3]1[CH:8]=[CH:7][C:6]([C:9]2[CH:10]=[C:11]([CH:22]3[CH2:27][CH2:26][N:25]([C:32](=[O:38])[N:49]([OH:50])[CH3:48])[CH2:24][CH2:23]3)[O:12][C:13]=2[C:14]2[CH:19]=[CH:18][C:17]([O:20][CH3:21])=[CH:16][CH:15]=2)=[CH:5][CH:4]=1. The yield is 0.370.